From a dataset of Forward reaction prediction with 1.9M reactions from USPTO patents (1976-2016). Predict the product of the given reaction. (1) Given the reactants [Na].FC1C=C(F)C=CC=1S(N[C:14]([NH:16][CH2:17][CH2:18][C:19]1[CH:24]=[CH:23][C:22]([N:25]2[C:29]([CH3:30])=[C:28]([C:31]3[CH:36]=[CH:35][CH:34]=[CH:33][CH:32]=3)[C:27]([C:37]([F:40])([F:39])[F:38])=[N:26]2)=[CH:21][CH:20]=1)=[O:15])(=O)=O.[C:41]1([S:51]([NH2:54])(=[O:53])=[O:52])[CH:46]=[CH:45][CH:44]=[C:43]([S:47]([NH2:50])(=[O:49])=[O:48])[CH:42]=1, predict the reaction product. The product is: [CH3:30][C:29]1[N:25]([C:22]2[CH:23]=[CH:24][C:19]([CH2:18][CH2:17][NH:16][C:14]([NH:50][S:47]([C:43]3[CH:44]=[CH:45][CH:46]=[C:41]([S:51]([NH2:54])(=[O:53])=[O:52])[CH:42]=3)(=[O:49])=[O:48])=[O:15])=[CH:20][CH:21]=2)[N:26]=[C:27]([C:37]([F:38])([F:39])[F:40])[C:28]=1[C:31]1[CH:36]=[CH:35][CH:34]=[CH:33][CH:32]=1. (2) Given the reactants Br[C:2]1[CH:7]=[C:6]([N:8]2[CH2:13][CH2:12][CH2:11]C[CH2:9]2)[CH:5]=[CH:4][C:3]=1[CH2:14][C:15]1[CH:20]=[CH:19][C:18]([N:21]2[CH2:26][CH2:25][CH2:24]C[CH2:22]2)=[CH:17][C:16]=1Br.[Li]C(CC)C.[Si:33]([CH3:37])([CH3:36])(Cl)[Cl:34].C1(Cl)C(=O)C(Cl)=C(Cl)C(=O)C=1Cl, predict the reaction product. The product is: [Cl-:34].[N:21]1([C:18]2[CH:19]=[CH:20][C:15]3[CH3+:14][C:3]4[C:2]([Si:33]([CH3:37])([CH3:36])[C:16]=3[CH:17]=2)=[CH:7][C:6]([N:8]2[CH2:13][CH2:12][CH2:11][CH2:9]2)=[CH:5][CH:4]=4)[CH2:26][CH2:25][CH2:24][CH2:22]1. (3) Given the reactants O[C:2]1[C:11]([O:12][CH3:13])=[CH:10][CH:9]=[C:8]2[C:3]=1[CH:4]=[CH:5][CH:6]=[CH:7]2.C(=O)([O-])[O-:15].[Cs+].[Cs+].Br[CH:21]([CH3:23])[CH3:22], predict the reaction product. The product is: [CH:21]([O:15][C:7]1[C:8]2[C:3](=[CH:2][C:11]([O:12][CH3:13])=[CH:10][CH:9]=2)[CH:4]=[CH:5][CH:6]=1)([CH3:23])[CH3:22]. (4) Given the reactants [NH2:1][C:2]1[N:7]=[CH:6][N:5]=[C:4]([NH:8][C@H:9]([C:11]2[N:16]([C:17]3[CH:22]=[CH:21][CH:20]=[CH:19][CH:18]=3)[C:15](=[O:23])[C:14]3=[C:24]([CH3:27])[CH:25]=[CH:26][N:13]3[N:12]=2)[CH3:10])[C:3]=1Br.[OH:29][C:30]1[CH:31]=[C:32]([NH:36][C:37](=[O:53])[C:38]2[CH:43]=[CH:42][CH:41]=[C:40](B3OC(C)(C)C(C)(C)O3)[CH:39]=2)[CH:33]=[CH:34][CH:35]=1.C(=O)([O-])[O-].[Na+].[Na+], predict the reaction product. The product is: [NH2:1][C:2]1[C:3]([C:40]2[CH:39]=[C:38]([CH:43]=[CH:42][CH:41]=2)[C:37]([NH:36][C:32]2[CH:33]=[CH:34][CH:35]=[C:30]([OH:29])[CH:31]=2)=[O:53])=[C:4]([NH:8][C@H:9]([C:11]2[N:16]([C:17]3[CH:22]=[CH:21][CH:20]=[CH:19][CH:18]=3)[C:15](=[O:23])[C:14]3=[C:24]([CH3:27])[CH:25]=[CH:26][N:13]3[N:12]=2)[CH3:10])[N:5]=[CH:6][N:7]=1. (5) Given the reactants Br[C:2]1[C:3]([CH3:21])=[C:4]([CH:18]=[CH:19][CH:20]=1)[C:5]([NH:7][CH2:8][C:9]1[C:10](=[O:17])[NH:11][C:12]([CH3:16])=[CH:13][C:14]=1[CH3:15])=[O:6].B1(B2OC(C)(C)C(C)(C)O2)OC(C)(C)C(C)(C)O1.Br[C:41]1[N:45]([CH3:46])[CH:44]=[N:43][C:42]=1[CH3:47].[OH-].[Na+].C12(P(C34CC5CC(CC(C5)C3)C4)CCCC)CC3CC(CC(C3)C1)C2, predict the reaction product. The product is: [CH3:46][N:45]1[C:41]([C:2]2[C:3]([CH3:21])=[C:4]([CH:18]=[CH:19][CH:20]=2)[C:5]([NH:7][CH2:8][C:9]2[C:10](=[O:17])[NH:11][C:12]([CH3:16])=[CH:13][C:14]=2[CH3:15])=[O:6])=[C:42]([CH3:47])[N:43]=[CH:44]1. (6) Given the reactants [Cl:1][C:2]1[O:3][C:4]2[CH:10]=[CH:9][C:8]([C:11]([CH2:30][CH3:31])=[C:12]([C:23]3[CH:28]=[CH:27][C:26]([OH:29])=[CH:25][CH:24]=3)[C:13]3[CH:18]=[CH:17][C:16]([O:19][CH2:20][CH2:21]Cl)=[CH:15][CH:14]=3)=[CH:7][C:5]=2[CH:6]=1.[N:32]1(C(OC(C)(C)C)=O)[CH2:37][CH2:36][NH:35][CH2:34][CH2:33]1, predict the reaction product. The product is: [Cl:1][C:2]1[O:3][C:4]2[CH:10]=[CH:9][C:8]([C:11]([CH2:30][CH3:31])=[C:12]([C:23]3[CH:28]=[CH:27][C:26]([OH:29])=[CH:25][CH:24]=3)[C:13]3[CH:14]=[CH:15][C:16]([O:19][CH2:20][CH2:21][N:32]4[CH2:37][CH2:36][NH:35][CH2:34][CH2:33]4)=[CH:17][CH:18]=3)=[CH:7][C:5]=2[CH:6]=1. (7) Given the reactants [CH2:1]([N:8]1[CH:13]=[C:12](I)[CH:11]=[CH:10][C:9]1=[O:15])[C:2]1[CH:7]=[CH:6][CH:5]=[CH:4][CH:3]=1.[CH:16]([O:18]CCCC)=[CH2:17].C(=O)([O-])[O-].[K+].[K+].C1(P(C2C=CC=CC=2)CCCP(C2C=CC=CC=2)C2C=CC=CC=2)C=CC=CC=1.Cl, predict the reaction product. The product is: [C:16]([C:12]1[CH:11]=[CH:10][C:9](=[O:15])[N:8]([CH2:1][C:2]2[CH:7]=[CH:6][CH:5]=[CH:4][CH:3]=2)[CH:13]=1)(=[O:18])[CH3:17]. (8) Given the reactants Cl[C:2]1[C:3]([CH3:11])=[CH:4][C:5]2[N:6]([CH:8]=[CH:9][N:10]=2)[N:7]=1.[Cl:12][C:13]1[CH:14]=[C:15]([CH:18]=[CH:19][C:20]=1[Cl:21])[CH2:16][NH2:17].CC(C)([O-])C.[Na+].C1C=CC(P(C2C=CC3C(=CC=CC=3)C=2C2C3C(=CC=CC=3)C=CC=2P(C2C=CC=CC=2)C2C=CC=CC=2)C2C=CC=CC=2)=CC=1.Cl, predict the reaction product. The product is: [Cl:12][C:13]1[CH:14]=[C:15]([CH:18]=[CH:19][C:20]=1[Cl:21])[CH2:16][NH:17][C:2]1[C:3]([CH3:11])=[CH:4][C:5]2[N:6]([CH:8]=[CH:9][N:10]=2)[N:7]=1.